This data is from Full USPTO retrosynthesis dataset with 1.9M reactions from patents (1976-2016). The task is: Predict the reactants needed to synthesize the given product. (1) Given the product [C@@H:19]1([N:27]2[CH:31]=[C:30]([C:6]3[S:7][CH:8]=[CH:9][CH:10]=3)[CH:29]=[C:28]2[N+:33]([O-:35])=[O:34])[O:24][C@H:23]([CH2:25][OH:26])[C@@H:21]([OH:22])[CH2:20]1, predict the reactants needed to synthesize it. The reactants are: C([Sn](CCCC)(CCCC)[C:6]1[S:7][CH:8]=[CH:9][CH:10]=1)CCC.[C@@H:19]1([N:27]2[CH:31]=[C:30](I)[CH:29]=[C:28]2[N+:33]([O-:35])=[O:34])[O:24][C@H:23]([CH2:25][OH:26])[C@@H:21]([OH:22])[CH2:20]1. (2) Given the product [C:1]([C:3]1[CH:8]=[CH:7][C:6]([C:9]2[CH:10]=[N:11][N:12]([C:15]3[CH:23]=[CH:22][C:18]([C:19]([N:25]([CH3:24])[CH2:26][CH2:27][CH2:28][N:29]4[CH2:34][CH2:33][CH2:32][CH2:31][CH2:30]4)=[O:20])=[CH:17][N:16]=3)[C:13]=2[OH:14])=[CH:5][CH:4]=1)#[N:2], predict the reactants needed to synthesize it. The reactants are: [C:1]([C:3]1[CH:8]=[CH:7][C:6]([C:9]2[CH:10]=[N:11][N:12]([C:15]3[CH:23]=[CH:22][C:18]([C:19](O)=[O:20])=[CH:17][N:16]=3)[C:13]=2[OH:14])=[CH:5][CH:4]=1)#[N:2].[CH3:24][NH:25][CH2:26][CH2:27][CH2:28][N:29]1[CH2:34][CH2:33][CH2:32][CH2:31][CH2:30]1. (3) Given the product [CH3:21][C:6]1[CH:7]=[C:8]([NH:11][C:12](=[O:20])[C:13]2[CH:18]=[CH:17][CH:16]=[CH:15][C:14]=2[CH3:19])[CH:9]=[CH:10][C:5]=1[C:3]([OH:4])=[O:25], predict the reactants needed to synthesize it. The reactants are: ClC[C:3]([C:5]1[CH:10]=[CH:9][C:8]([NH:11][C:12](=[O:20])[C:13]2[CH:18]=[CH:17][CH:16]=[CH:15][C:14]=2[CH3:19])=[CH:7][C:6]=1[CH3:21])=[O:4].ClCC(C1C=CC(C)=CC=1NC(=O)C1C=CC=CC=1C)=[O:25].Cl. (4) Given the product [CH3:49][C:38]1[N:37]([CH3:36])[C:41]([C:42]2[CH:43]=[C:44]([NH:45][C:6]([C:5]3[S:1][C:2]([C:9]4[S:10][CH:11]=[CH:12][CH:13]=4)=[CH:3][CH:4]=3)=[O:8])[CH:46]=[CH:47][CH:48]=2)=[CH:40][N:39]=1, predict the reactants needed to synthesize it. The reactants are: [S:1]1[C:5]([C:6]([OH:8])=O)=[CH:4][CH:3]=[C:2]1[C:9]1[S:10][CH:11]=[CH:12][CH:13]=1.ON1C2C=CC=CC=2N=N1.Cl.C(N=C=NCCCN(C)C)C.[CH3:36][N:37]1[C:41]([C:42]2[CH:43]=[C:44]([CH:46]=[CH:47][CH:48]=2)[NH2:45])=[CH:40][N:39]=[C:38]1[CH3:49]. (5) Given the product [ClH:29].[CH3:1][NH:2][CH:10]1[CH2:15][CH2:14][CH:13]([O:16][C:17]2[N:18]=[CH:19][N:20]=[C:21]3[C:28]=2[C:27]2[CH2:26][CH2:25][CH2:24][C:23]=2[S:22]3)[CH2:12][CH2:11]1, predict the reactants needed to synthesize it. The reactants are: [CH3:1][N:2]([CH:10]1[CH2:15][CH2:14][CH:13]([O:16][C:17]2[N:18]=[CH:19][N:20]=[C:21]3[C:28]=2[C:27]2[CH2:26][CH2:25][CH2:24][C:23]=2[S:22]3)[CH2:12][CH2:11]1)C(=O)OC(C)(C)C.[Cl:29]CCl. (6) Given the product [CH3:31][O:30][CH2:29][CH2:28][O:27][C:25](=[O:26])[NH:1][C:2]1[C:3]([C:7]2[NH:23][C:10]3=[CH:11][C:12]4[C:13]([CH3:22])([CH3:21])[C:14](=[O:20])[N:15]([CH2:18][CH3:19])[C:16]=4[CH:17]=[C:9]3[N:8]=2)=[N:4][NH:5][CH:6]=1, predict the reactants needed to synthesize it. The reactants are: [NH2:1][C:2]1[C:3]([C:7]2[NH:23][C:10]3=[CH:11][C:12]4[C:13]([CH3:22])([CH3:21])[C:14](=[O:20])[N:15]([CH2:18][CH3:19])[C:16]=4[CH:17]=[C:9]3[N:8]=2)=[N:4][NH:5][CH:6]=1.Cl[C:25]([O:27][CH2:28][CH2:29][O:30][CH3:31])=[O:26].